Dataset: Full USPTO retrosynthesis dataset with 1.9M reactions from patents (1976-2016). Task: Predict the reactants needed to synthesize the given product. (1) Given the product [CH2:1]([O:8][CH2:9][N:10]1[C:15](=[O:16])[C:14]([Br:17])=[N:13][N:12]([CH2:18][CH2:19][C:20]2[CH:21]=[CH:22][CH:23]=[CH:24][N:33]=2)[C:11]1=[O:28])[C:2]1[CH:7]=[CH:6][CH:5]=[CH:4][CH:3]=1, predict the reactants needed to synthesize it. The reactants are: [CH2:1]([O:8][CH2:9][N:10]1[C:15](=[O:16])[C:14]([Br:17])=[N:13][N:12]([CH2:18][C:19](F)(F)[C:20]2C=[CH:24][CH:23]=[CH:22][CH:21]=2)[C:11]1=[O:28])[C:2]1[CH:7]=[CH:6][CH:5]=[CH:4][CH:3]=1.ICCC1C=CC=C[N:33]=1. (2) Given the product [F:17][C:14]1[CH:13]=[CH:12][C:11]([CH:10]([NH:18][C:23]2[O:24][C:25]([CH3:34])([CH3:33])[C:26]([CH3:32])([CH3:31])[S:27](=[O:30])(=[O:29])[N:28]=2)[CH2:9][S:6]([NH2:5])(=[O:7])=[O:8])=[CH:16][CH:15]=1, predict the reactants needed to synthesize it. The reactants are: C([NH:5][S:6]([CH2:9][CH:10]([NH2:18])[C:11]1[CH:16]=[CH:15][C:14]([F:17])=[CH:13][CH:12]=1)(=[O:8])=[O:7])(C)(C)C.FC1C=CC=C(F)C=1O[C:23]1[O:24][C:25]([CH3:34])([CH3:33])[C:26]([CH3:32])([CH3:31])[S:27](=[O:30])(=[O:29])[N:28]=1.C(N(CC)C(C)C)(C)C. (3) Given the product [N:1]1([CH2:7][C:8](=[O:10])[CH3:9])[CH:5]=[CH:4][CH:3]=[N:2]1, predict the reactants needed to synthesize it. The reactants are: [NH:1]1[CH:5]=[CH:4][CH:3]=[N:2]1.Cl[CH2:7][C:8](=[O:10])[CH3:9]. (4) The reactants are: Cl.Cl.[CH3:3][NH:4][NH:5][CH3:6].C(=O)([O-])[O-].[K+].[K+].O1CCCC1.[Br:18][C:19]1[CH:20]=[C:21]([Br:43])[C:22]2[N:27]=[C:26]([C:28]3[N:29]([C:34]4[C:39]([Cl:40])=[CH:38][CH:37]=[CH:36][N:35]=4)[CH:30]=[C:31]([Br:33])[CH:32]=3)[O:25][C:24](=[O:41])[C:23]=2[CH:42]=1. Given the product [Br:33][C:31]1[CH:32]=[C:28]([C:26]([NH:27][C:22]2[C:21]([Br:43])=[CH:20][C:19]([Br:18])=[CH:42][C:23]=2[C:24]([N:4]([CH3:3])[NH:5][CH3:6])=[O:41])=[O:25])[N:29]([C:34]2[C:39]([Cl:40])=[CH:38][CH:37]=[CH:36][N:35]=2)[CH:30]=1, predict the reactants needed to synthesize it. (5) Given the product [ClH:32].[N:37]12[CH2:42][CH2:41][CH:40]([CH2:39][CH2:38]1)[CH:35]([NH:34][C:44]([NH:29][C:8]1[N:9]=[CH:10][S:11][C:7]=1[C:1]1[CH:2]=[CH:3][CH:4]=[CH:5][CH:6]=1)=[O:45])[CH2:36]2, predict the reactants needed to synthesize it. The reactants are: [C:1]1([C:7]2[S:11][CH:10]=[N:9][C:8]=2C(O)=O)[CH:6]=[CH:5][CH:4]=[CH:3][CH:2]=1.C1C=CC(P([N:29]=[N+]=[N-])(C2C=CC=CC=2)=O)=CC=1.[ClH:32].Cl.[NH2:34][CH:35]1[CH:40]2[CH2:41][CH2:42][N:37]([CH2:38][CH2:39]2)[CH2:36]1.Cl.[CH3:44][OH:45]. (6) Given the product [CH2:1]([O:4][C:5]1[CH:10]=[CH:9][C:8]([CH2:11][Cl:15])=[CH:7][CH:6]=1)[CH:2]=[CH2:3], predict the reactants needed to synthesize it. The reactants are: [CH2:1]([O:4][C:5]1[CH:10]=[CH:9][C:8]([CH2:11]O)=[CH:7][CH:6]=1)[CH:2]=[CH2:3].O=S(Cl)[Cl:15]. (7) Given the product [C:1]([O:5][C:6]([N:8]1[C:11]2([CH2:12][N:13]([C:25](=[O:26])[NH:24][CH2:23][C:17]3[CH:18]=[CH:19][C:20]([Cl:22])=[CH:21][C:16]=3[Cl:15])[CH2:14]2)[CH2:10][CH2:9]1)=[O:7])([CH3:4])([CH3:2])[CH3:3], predict the reactants needed to synthesize it. The reactants are: [C:1]([O:5][C:6]([N:8]1[C:11]2([CH2:14][NH:13][CH2:12]2)[CH2:10][CH2:9]1)=[O:7])([CH3:4])([CH3:3])[CH3:2].[Cl:15][C:16]1[CH:21]=[C:20]([Cl:22])[CH:19]=[CH:18][C:17]=1[CH2:23][N:24]=[C:25]=[O:26]. (8) Given the product [CH3:16][O:17][CH2:5][CH2:4][N:3]([CH2:8][C:9]1[CH:14]=[CH:13][C:12]([NH2:15])=[CH:11][CH:10]=1)[CH3:7], predict the reactants needed to synthesize it. The reactants are: Cl.Cl.[N:3]1([CH2:8][C:9]2[CH:14]=[CH:13][C:12]([NH2:15])=[CH:11][CH:10]=2)[CH2:7]C[CH2:5][CH2:4]1.[CH3:16][O:17]CCNC.N1CCCC1. (9) Given the product [CH3:18][C:16]1[CH:15]=[C:14]([N:19]2[CH2:20][CH2:21][CH2:22][CH2:23]2)[N:13]=[C:12](/[CH:11]=[CH:10]/[C:6]2[CH:5]=[C:4]([CH2:3][OH:2])[CH:9]=[CH:8][CH:7]=2)[N:17]=1, predict the reactants needed to synthesize it. The reactants are: C[O:2][C:3](=O)[C:4]1[CH:9]=[CH:8][CH:7]=[C:6](/[CH:10]=[CH:11]/[C:12]2[N:17]=[C:16]([CH3:18])[CH:15]=[C:14]([N:19]3[CH2:23][CH2:22][CH2:21][CH2:20]3)[N:13]=2)[CH:5]=1.COC(=O)C1C=CC=C(/C=C/C2N=C(Cl)C=C(C)N=2)C=1.[Cl-].[Cl-].[Ca+2].[BH4-].[Na+].